The task is: Predict the product of the given reaction.. This data is from Forward reaction prediction with 1.9M reactions from USPTO patents (1976-2016). (1) Given the reactants Cl[C:2]1[N:7]=[C:6]([Cl:8])[C:5]([C:9]([F:12])([F:11])[F:10])=[CH:4][N:3]=1.CC(O)(C)C.ClCCCl.[NH2:22][C:23]1[CH:24]=[C:25]2[C:30](=[CH:31][CH:32]=1)[NH:29][C:28](=[O:33])[CH2:27][CH2:26]2.C(N(CC)CC)C, predict the reaction product. The product is: [Cl:8][C:6]1[C:5]([C:9]([F:12])([F:11])[F:10])=[CH:4][N:3]=[C:2]([NH:22][C:23]2[CH:24]=[C:25]3[C:30](=[CH:31][CH:32]=2)[NH:29][C:28](=[O:33])[CH2:27][CH2:26]3)[N:7]=1. (2) The product is: [F:37][CH:9]([F:8])[CH2:10][NH:11][C:12]1[N:13]=[C:14]2[CH2:36][CH2:35][N:34]([C:74](=[O:75])[C@@H:73]([O:72][CH3:71])[CH3:77])[CH2:33][C:15]2=[N:16][C:17]=1[N:18]1[CH2:19][CH2:20][CH:21]([O:24][C:25]2[CH:30]=[CH:29][C:28]([F:31])=[CH:27][C:26]=2[F:32])[CH2:22][CH2:23]1.[C:2]([OH:3])([C:4]([F:7])([F:6])[F:5])=[O:1]. Given the reactants [OH:1][C:2]([C:4]([F:7])([F:6])[F:5])=[O:3].[F:8][CH:9]([F:37])[CH2:10][NH:11][C:12]1[N:13]=[C:14]2[CH2:36][CH2:35][NH:34][CH2:33][C:15]2=[N:16][C:17]=1[N:18]1[CH2:23][CH2:22][CH:21]([O:24][C:25]2[CH:30]=[CH:29][C:28]([F:31])=[CH:27][C:26]=2[F:32])[CH2:20][CH2:19]1.CN(C(ON1N=NC2C=CC=NC1=2)=[N+](C)C)C.F[P-](F)(F)(F)(F)F.CCN(C(C)C)C(C)C.[CH3:71][O:72][C@@H:73]([CH3:77])[C:74](O)=[O:75], predict the reaction product. (3) Given the reactants [C:1]([O:5][C:6]([N:8]1[CH2:12][CH2:11][CH2:10][C@H:9]1[C:13]([OH:15])=O)=[O:7])([CH3:4])([CH3:3])[CH3:2].[F:16][C:17]([F:37])([F:36])[C:18]1[CH:23]=[CH:22][C:21]([S:24]([N:27]2[CH2:31][C@@H:30]3[C@@H:32]([NH2:35])[CH2:33][CH2:34][C@@H:29]3[CH2:28]2)(=[O:26])=[O:25])=[CH:20][CH:19]=1.FC(F)(F)[C:40]1[CH:41]=[C:42](S(N2C[C@H]3[C@H](N)CC[C@H]3C2)(=O)=O)C=[CH:44][CH:45]=1, predict the reaction product. The product is: [CH:11]1([CH2:10][C@H:9]([N:8]([CH3:12])[C:6](=[O:7])[O:5][C:1]([CH3:2])([CH3:3])[CH3:4])[C:13](=[O:15])[NH:35][C@@H:32]2[C@@H:30]3[C@@H:29]([CH2:28][N:27]([S:24]([C:21]4[CH:20]=[CH:19][C:18]([C:17]([F:16])([F:36])[F:37])=[CH:23][CH:22]=4)(=[O:25])=[O:26])[CH2:31]3)[CH2:34][CH2:33]2)[CH2:42][CH2:41][CH2:40][CH2:45][CH2:44]1. (4) Given the reactants [F:1][CH:2]([F:11])[O:3][C:4]1[CH:10]=[CH:9][C:7]([NH2:8])=[CH:6][CH:5]=1.[F:12][CH:13]([F:24])[O:14][C:15]1[CH:20]=[CH:19][C:18]([N:21]=[C:22]=[O:23])=[CH:17][CH:16]=1, predict the reaction product. The product is: [F:1][CH:2]([F:11])[O:3][C:4]1[CH:10]=[CH:9][C:7]([NH:8][C:22]([NH:21][C:18]2[CH:17]=[CH:16][C:15]([O:14][CH:13]([F:12])[F:24])=[CH:20][CH:19]=2)=[O:23])=[CH:6][CH:5]=1. (5) Given the reactants [F:1][C:2]1[CH:3]=[C:4]([CH2:20][OH:21])[CH:5]=[C:6]([F:19])[C:7]=1[O:8][C:9]1[CH:10]=[N:11][C:12]([C:15]([F:18])([F:17])[F:16])=[CH:13][CH:14]=1.Cl[C:23]1[CH:34]=[C:27]2[N:28]([CH3:33])[C@H:29]([CH3:32])[CH2:30][CH2:31][N:26]2[C:25](=[O:35])[N:24]=1, predict the reaction product. The product is: [F:1][C:2]1[CH:3]=[C:4]([CH:5]=[C:6]([F:19])[C:7]=1[O:8][C:9]1[CH:10]=[N:11][C:12]([C:15]([F:16])([F:17])[F:18])=[CH:13][CH:14]=1)[CH2:20][O:21][C:23]1[CH:34]=[C:27]2[N:28]([CH3:33])[C@H:29]([CH3:32])[CH2:30][CH2:31][N:26]2[C:25](=[O:35])[N:24]=1. (6) Given the reactants [NH2:1][C:2]1[CH:7]=[CH:6][CH:5]=[CH:4][C:3]=1[S:8]([CH:11]([CH3:13])[CH3:12])(=[O:10])=[O:9].[H-].[Na+].[Cl:16][C:17]1[N:18]=[N:19][CH:20]=[C:21](Cl)[CH:22]=1, predict the reaction product. The product is: [Cl:16][C:17]1[N:18]=[N:19][CH:20]=[C:21]([NH:1][C:2]2[CH:7]=[CH:6][CH:5]=[CH:4][C:3]=2[S:8]([CH:11]([CH3:13])[CH3:12])(=[O:10])=[O:9])[CH:22]=1. (7) Given the reactants [F:1][C:2]1[CH:8]=[CH:7][C:5]([NH2:6])=[CH:4][CH:3]=1.[CH3:9][O:10][C:11]1[CH:18]=[C:17]([O:19][CH3:20])[CH:16]=[CH:15][C:12]=1[CH:13]=O.C(O)(=O)C.C(O[BH-](OC(=O)C)OC(=O)C)(=O)C.[Na+], predict the reaction product. The product is: [CH3:9][O:10][C:11]1[CH:18]=[C:17]([O:19][CH3:20])[CH:16]=[CH:15][C:12]=1[CH2:13][NH:6][C:5]1[CH:7]=[CH:8][C:2]([F:1])=[CH:3][CH:4]=1.